Dataset: NCI-60 drug combinations with 297,098 pairs across 59 cell lines. Task: Regression. Given two drug SMILES strings and cell line genomic features, predict the synergy score measuring deviation from expected non-interaction effect. Drug 1: COC1=C(C=C2C(=C1)N=CN=C2NC3=CC(=C(C=C3)F)Cl)OCCCN4CCOCC4. Drug 2: C1=CN(C=N1)CC(O)(P(=O)(O)O)P(=O)(O)O. Cell line: K-562. Synergy scores: CSS=23.4, Synergy_ZIP=-2.78, Synergy_Bliss=0.00829, Synergy_Loewe=-1.85, Synergy_HSA=0.263.